Dataset: Full USPTO retrosynthesis dataset with 1.9M reactions from patents (1976-2016). Task: Predict the reactants needed to synthesize the given product. (1) Given the product [C:1]([O:7][C:8]1[CH:12]=[C:11]([C:13]2[CH:14]=[CH:15][C:16]([O:19][CH2:20][CH2:21][C:22]3[CH:27]=[CH:26][CH:25]=[C:24]([NH:28][CH:33]([CH3:34])[CH3:29])[CH:23]=3)=[CH:17][CH:18]=2)[O:10][N:9]=1)(=[O:6])[C:2]([CH3:5])([CH3:4])[CH3:3], predict the reactants needed to synthesize it. The reactants are: [C:1]([O:7][C:8]1[CH:12]=[C:11]([C:13]2[CH:18]=[CH:17][C:16]([O:19][CH2:20][CH2:21][C:22]3[CH:27]=[CH:26][CH:25]=[C:24]([NH2:28])[CH:23]=3)=[CH:15][CH:14]=2)[O:10][N:9]=1)(=[O:6])[C:2]([CH3:5])([CH3:4])[CH3:3].[C:29]([BH3-])#N.[Na+].[C:33](O)(=O)[CH3:34]. (2) Given the product [NH:1]([C:2]1[S:3][C:4]2[C:10]([C:11]3[CH:16]=[CH:15][CH:14]=[CH:13][CH:12]=3)=[CH:9][CH:8]=[C:7]([O:17][CH3:18])[C:5]=2[N:6]=1)[NH2:20], predict the reactants needed to synthesize it. The reactants are: [NH2:1][C:2]1[S:3][C:4]2[C:10]([C:11]3[CH:16]=[CH:15][CH:14]=[CH:13][CH:12]=3)=[CH:9][CH:8]=[C:7]([O:17][CH3:18])[C:5]=2[N:6]=1.O.[NH2:20]N.Cl.Cl.NN. (3) Given the product [C:11]([OH:16])(=[O:15])[CH:12]([CH3:14])[OH:13].[CH2:2]([OH:1])[C@@H:3]([C@H:5]([C@@H:7]([CH2:9][OH:10])[OH:8])[OH:6])[OH:4], predict the reactants needed to synthesize it. The reactants are: [O:1]=[CH:2][C@@H:3]([C@H:5]([C@@H:7]([CH2:9][OH:10])[OH:8])[OH:6])[OH:4].[C:11]([OH:16])(=[O:15])[CH:12]([CH3:14])[OH:13]. (4) Given the product [NH2:1][C:2]1[C:7]([O:8][Si:27]([C:30]([CH3:33])([CH3:32])[CH3:31])([CH3:29])[CH3:28])=[CH:6][C:5]([Cl:9])=[CH:4][C:3]=1[C:10](=[O:15])[C:11]([F:14])([F:12])[F:13], predict the reactants needed to synthesize it. The reactants are: [NH2:1][C:2]1[C:7]([OH:8])=[CH:6][C:5]([Cl:9])=[CH:4][C:3]=1[C:10](=[O:15])[C:11]([F:14])([F:13])[F:12].N1C=CN=C1.FC(F)(F)S(O[Si:27]([C:30]([CH3:33])([CH3:32])[CH3:31])([CH3:29])[CH3:28])(=O)=O. (5) Given the product [I:17][C:18]1[CH:19]=[C:20]2[C:21]([CH:22]=[C:3]([C:5]3[CH:6]=[CH:7][C:8]4[O:13][CH2:12][C:11](=[O:14])[NH:10][C:9]=4[CH:15]=3)[CH2:2][S:44]2)=[CH:42][CH:43]=1, predict the reactants needed to synthesize it. The reactants are: Cl[CH2:2][C:3]([C:5]1[CH:6]=[CH:7][C:8]2[O:13][CH2:12][C:11](=[O:14])[NH:10][C:9]=2[CH:15]=1)=O.[Br-].[I:17][C:18]1[CH:43]=[CH:42][C:21]([CH2:22][P+](C2C=CC=CC=2)(C2C=CC=CC=2)C2C=CC=CC=2)=[C:20]([SH:44])[CH:19]=1. (6) Given the product [F:27][CH:3]([F:2])[C:4]1[CH:9]=[CH:8][C:7]([C:10]2[C:15]([F:16])=[CH:14][N:13]=[C:12]([CH2:17][NH:18][C:19]([C@@H:21]3[CH2:25][C@@H:24]([F:26])[CH2:23][N:22]3[S:38]([C:35]3[CH:36]=[CH:37][C:32]([F:31])=[CH:33][CH:34]=3)(=[O:40])=[O:39])=[O:20])[CH:11]=2)=[CH:6][CH:5]=1, predict the reactants needed to synthesize it. The reactants are: Cl.[F:2][CH:3]([F:27])[C:4]1[CH:9]=[CH:8][C:7]([C:10]2[C:15]([F:16])=[CH:14][N:13]=[C:12]([CH2:17][NH:18][C:19]([C@@H:21]3[CH2:25][C@@H:24]([F:26])[CH2:23][NH:22]3)=[O:20])[CH:11]=2)=[CH:6][CH:5]=1.ClCCl.[F:31][C:32]1[CH:37]=[CH:36][C:35]([S:38](Cl)(=[O:40])=[O:39])=[CH:34][CH:33]=1. (7) Given the product [Cl:16][C:15]1[CH:14]=[CH:13][CH:12]=[C:11]([Cl:17])[C:10]=1[C:9]([NH:8][C:6]1[CH:5]=[CH:4][N:3]=[C:2]([N:1]2[C:20](=[O:21])[CH:19]3[CH:23]([CH2:24]3)[C:22]2=[O:25])[CH:7]=1)=[O:18], predict the reactants needed to synthesize it. The reactants are: [NH2:1][C:2]1[CH:7]=[C:6]([NH:8][C:9](=[O:18])[C:10]2[C:15]([Cl:16])=[CH:14][CH:13]=[CH:12][C:11]=2[Cl:17])[CH:5]=[CH:4][N:3]=1.[CH:19]12[CH2:24][CH:23]1[C:22](=[O:25])[O:21][C:20]2=O.